From a dataset of Full USPTO retrosynthesis dataset with 1.9M reactions from patents (1976-2016). Predict the reactants needed to synthesize the given product. (1) Given the product [Br:1][C:2]1[CH:3]=[CH:4][C:5]([N:10]2[CH2:14][CH2:13][CH:12]([CH2:15][C:16]([O:18][CH2:19][CH3:20])=[O:17])[CH2:11]2)=[C:6](/[CH:7]=[C:28](\[CH3:36])/[C:29]([O:31][C:32]([CH3:35])([CH3:34])[CH3:33])=[O:30])[CH:9]=1, predict the reactants needed to synthesize it. The reactants are: [Br:1][C:2]1[CH:3]=[CH:4][C:5]([N:10]2[CH2:14][CH2:13][CH:12]([CH2:15][C:16]([O:18][CH2:19][CH3:20])=[O:17])[CH2:11]2)=[C:6]([CH:9]=1)[CH:7]=O.C1(P(C2C=CC=CC=2)(C2C=CC=CC=2)=[C:28]([CH3:36])[C:29]([O:31][C:32]([CH3:35])([CH3:34])[CH3:33])=[O:30])C=CC=CC=1.O. (2) Given the product [Br:1][C:2]1[CH:3]=[CH:4][C:5]2=[N:9][O:8][N:7]=[C:6]2[C:11]=1[CH3:12], predict the reactants needed to synthesize it. The reactants are: [Br:1][C:2]1[CH:3]=[CH:4][C:5]2[C:6]([C:11]=1[CH3:12])=[N+:7]([O-])[O:8][N:9]=2.P(OCC)(OCC)OCC.